This data is from Reaction yield outcomes from USPTO patents with 853,638 reactions. The task is: Predict the reaction yield, written as a fraction of the theoretical maximum amount of product (1.0 means a 100% yield; for example, 0.34 means a 34% yield). (1) The reactants are F[C:2]1[CH:7]=[CH:6][C:5]([N+:8]([O-:10])=[O:9])=[C:4]([F:11])[C:3]=1[F:12].[NH:13]1[CH2:18][CH2:17][O:16][CH2:15][CH2:14]1.C([O-])([O-])=O.[K+].[K+]. The catalyst is CS(C)=O.CCOC(C)=O. The product is [F:12][C:3]1[C:4]([F:11])=[C:5]([N+:8]([O-:10])=[O:9])[CH:6]=[CH:7][C:2]=1[N:13]1[CH2:18][CH2:17][O:16][CH2:15][CH2:14]1. The yield is 0.670. (2) The reactants are [O:1]([CH2:8][CH:9]([C:11]1[CH:19]=[CH:18][C:14]([C:15]([OH:17])=O)=[CH:13][CH:12]=1)[CH3:10])[C:2]1[CH:7]=[CH:6][CH:5]=[CH:4][CH:3]=1.[NH2:20][CH2:21][C:22]1[C:23](O)=[N:24][C:25]([CH3:29])=[CH:26][C:27]=1[CH3:28].ON1C2C=CC=C[C:35]=2N=N1.Cl.CN(C)CCCN=C=NCC. The catalyst is ClCCl.C(OCC)(=O)C.C(N(CC)CC)C. The product is [O:1]([CH2:8][CH:9]([C:11]1[CH:12]=[CH:13][C:14]([C:15]([NH:20][CH2:21][C:22]2[C:23]([CH3:35])=[N:24][C:25]([CH3:29])=[CH:26][C:27]=2[CH3:28])=[O:17])=[CH:18][CH:19]=1)[CH3:10])[C:2]1[CH:3]=[CH:4][CH:5]=[CH:6][CH:7]=1. The yield is 0.640. (3) The reactants are [CH3:1][O:2][C:3](=[O:15])[C:4]1[CH:9]=[C:8](I)[C:7]([CH:11]([F:13])[F:12])=[CH:6][C:5]=1[NH2:14].[CH:16]([N:19]1[C:23]([Sn](CCCC)(CCCC)CCCC)=[CH:22][CH:21]=[N:20]1)([CH3:18])[CH3:17]. The catalyst is O1CCOCC1.C1C=CC(P(C2C=CC=CC=2)[C-]2C=CC=C2)=CC=1.C1C=CC(P(C2C=CC=CC=2)[C-]2C=CC=C2)=CC=1.Cl[Pd]Cl.[Fe+2]. The product is [CH3:1][O:2][C:3](=[O:15])[C:4]1[CH:9]=[C:8]([C:23]2[N:19]([CH:16]([CH3:18])[CH3:17])[N:20]=[CH:21][CH:22]=2)[C:7]([CH:11]([F:13])[F:12])=[CH:6][C:5]=1[NH2:14]. The yield is 0.540. (4) The reactants are [NH2:1][C:2]1[CH:18]=[CH:17][CH:16]=[CH:15][C:3]=1[O:4][C:5]1[CH:6]=[C:7](C#N)[C:8](=[CH:11][CH:12]=1)[C:9]#[N:10].S(=O)(=O)(O)[OH:20].[C:24](=[O:27])([O-])O.[Na+]. The catalyst is O. The product is [NH2:1][C:2]1[CH:18]=[CH:17][CH:16]=[CH:15][C:3]=1[O:4][C:5]1[CH:6]=[C:7]2[C:8](=[CH:11][CH:12]=1)[C:9](=[O:20])[NH:10][C:24]2=[O:27]. The yield is 0.840. (5) The reactants are [F:1][C:2]([F:11])([F:10])[C:3]1[N:8]=[CH:7][NH:6][C:5](=[O:9])[CH:4]=1.[Cl:12]N1C(=O)CCC1=O. The catalyst is CN(C)C=O.C(OCC)(=O)C. The product is [Cl:12][C:4]1[C:5](=[O:9])[NH:6][CH:7]=[N:8][C:3]=1[C:2]([F:1])([F:10])[F:11]. The yield is 0.310. (6) The reactants are [CH:1]1([N:4]2[CH2:9][C:8]3([CH2:14][CH2:13][N:12]([S:15]([C:18]4[CH:23]=[CH:22][C:21](B5OC(C)(C)C(C)(C)O5)=[CH:20][CH:19]=4)(=[O:17])=[O:16])[CH2:11][CH2:10]3)[O:7][CH2:6][C:5]2=[O:33])[CH2:3][CH2:2]1.Cl[C:35]1[O:36][C:37]2[CH:43]=[CH:42][CH:41]=[CH:40][C:38]=2[N:39]=1. No catalyst specified. The product is [O:36]1[C:37]2[CH:43]=[CH:42][CH:41]=[CH:40][C:38]=2[N:39]=[C:35]1[C:21]1[CH:22]=[CH:23][C:18]([S:15]([N:12]2[CH2:11][CH2:10][C:8]3([O:7][CH2:6][C:5](=[O:33])[N:4]([CH:1]4[CH2:3][CH2:2]4)[CH2:9]3)[CH2:14][CH2:13]2)(=[O:17])=[O:16])=[CH:19][CH:20]=1. The yield is 0.0900.